From a dataset of Reaction yield outcomes from USPTO patents with 853,638 reactions. Predict the reaction yield, written as a fraction of the theoretical maximum amount of product (1.0 means a 100% yield; for example, 0.34 means a 34% yield). (1) The reactants are [OH:1][C:2]1[C:3]([C:12]([N:14]([O:16][CH3:17])[CH3:15])=[O:13])=[CH:4][CH:5]=[C:6]2[C:11]=1[N:10]=[CH:9][CH:8]=[CH:7]2.[Cl:18]N1C(=O)CCC1=O. The catalyst is C(O)(=O)C. The product is [Cl:18][C:5]1[CH:4]=[C:3]([C:12]([N:14]([O:16][CH3:17])[CH3:15])=[O:13])[C:2]([OH:1])=[C:11]2[C:6]=1[CH:7]=[CH:8][CH:9]=[N:10]2. The yield is 0.810. (2) The reactants are C(OC[O:5][C:6]1[CH:11]=[CH:10][C:9]([O:12][CH:13](C)C)=[C:8]([O:16]COCC)[C:7]=1C)C.Cl.O. The catalyst is CO. The product is [CH3:13][O:12][C:9]1[CH:10]=[CH:11][C:6]([OH:5])=[CH:7][C:8]=1[OH:16]. The yield is 0.990. (3) The reactants are [CH3:1][O:2][C:3]1[CH:4]=[C:5]([OH:13])[C:6](=[C:9]([O:11][CH3:12])[CH:10]=1)[CH:7]=O.Cl[CH2:15][C:16](=[O:18])[CH3:17].C(=O)([O-])[O-].[K+].[K+]. The catalyst is CC(=O)CC.O. The product is [CH3:12][O:11][C:9]1[C:6]2[CH:7]=[C:15]([C:16](=[O:18])[CH3:17])[O:13][C:5]=2[CH:4]=[C:3]([O:2][CH3:1])[CH:10]=1. The yield is 0.290. (4) The product is [Cl:1][CH:15]=[C:14]([C:16]1[N:17]=[CH:18][CH:19]=[CH:20][N:21]=1)[O:13][Si:12]([CH:9]([CH3:10])[CH3:11])([CH:22]([CH3:24])[CH3:23])[CH:25]([CH3:27])[CH3:26]. The catalyst is C1COCC1.CCCCCC. The reactants are [Cl:1]N1C(=O)CCC1=O.[CH:9]([Si:12]([CH:25]([CH3:27])[CH3:26])([CH:22]([CH3:24])[CH3:23])[O:13][C:14]([C:16]1[N:21]=[CH:20][CH:19]=[CH:18][N:17]=1)=[CH2:15])([CH3:11])[CH3:10].CCOCC.[O-]S([O-])(=O)=O.[Mg+2]. The yield is 1.00. (5) The reactants are [C:1]([C:5]1[CH:22]=[C:21]([F:23])[CH:20]=[CH:19][C:6]=1[O:7][CH:8]1[CH2:13][CH2:12][N:11]([C:14](=[O:18])[CH2:15][C:16]#[N:17])[CH2:10][CH2:9]1)([CH3:4])([CH3:3])[CH3:2].[Cl-].[NH4+].[N-:26]=[N+:27]=[N-:28].[Na+]. The catalyst is CN(C=O)C. The product is [C:1]([C:5]1[CH:22]=[C:21]([F:23])[CH:20]=[CH:19][C:6]=1[O:7][CH:8]1[CH2:9][CH2:10][N:11]([C:14](=[O:18])[CH2:15][C:16]2[NH:28][N:27]=[N:26][N:17]=2)[CH2:12][CH2:13]1)([CH3:4])([CH3:2])[CH3:3]. The yield is 0.150. (6) The product is [NH2:15][CH2:16][C:17]1[O:21][N:20]=[C:19]([C:22]2[CH:23]=[CH:24][CH:25]=[CH:26][CH:27]=2)[CH:18]=1. The yield is 0.860. The reactants are FC(F)(F)C(O)=O.C(OC([NH:15][CH2:16][C:17]1[O:21][N:20]=[C:19]([C:22]2[CH:27]=[CH:26][CH:25]=[CH:24][CH:23]=2)[CH:18]=1)=O)(C)(C)C. The catalyst is C(Cl)Cl. (7) The reactants are [CH2:1]([O:3][CH:4]([C:6]1[CH:15]=[CH:14][C:9]([C:10]([O:12]C)=[O:11])=[CH:8][CH:7]=1)[CH3:5])[CH3:2].[OH-].[Li+].Cl. The catalyst is CO.O. The product is [CH2:1]([O:3][CH:4]([C:6]1[CH:7]=[CH:8][C:9]([C:10]([OH:12])=[O:11])=[CH:14][CH:15]=1)[CH3:5])[CH3:2]. The yield is 0.930. (8) The reactants are [CH2:1]([O:8][C:9](=[O:26])[NH:10][C@@H:11]([CH3:25])[CH2:12][N:13]1[C:21]2[C:16](=[CH:17][CH:18]=[C:19]([OH:24])[C:20]=2[CH:22]=O)[CH:15]=[N:14]1)[C:2]1[CH:7]=[CH:6][CH:5]=[CH:4][CH:3]=1.C(=O)([O-])[O-].[K+].[K+].Br[CH2:34][C:35]([O:37][CH2:38][C:39]1[CH:44]=[CH:43][CH:42]=[CH:41][CH:40]=1)=[O:36].[Cl-].[NH4+]. The catalyst is CN(C=O)C.C(OCC)(=O)C. The product is [CH2:38]([O:37][C:35]([C:34]1[O:24][C:19]2=[CH:18][CH:17]=[C:16]3[C:21]([N:13]([CH2:12][C@@H:11]([NH:10][C:9]([O:8][CH2:1][C:2]4[CH:3]=[CH:4][CH:5]=[CH:6][CH:7]=4)=[O:26])[CH3:25])[N:14]=[CH:15]3)=[C:20]2[CH:22]=1)=[O:36])[C:39]1[CH:44]=[CH:43][CH:42]=[CH:41][CH:40]=1. The yield is 0.710. (9) The reactants are [CH:1]1([N:4]2[C:13]3[C:8](=[CH:9][C:10]([F:17])=[C:11]([F:16])[C:12]=3[O:14][CH3:15])[C:7](=[O:18])[NH:6][C:5]2=[O:19])[CH2:3][CH2:2]1.CS(O[CH2:25][CH2:26][CH2:27][C@@H:28]1[O:32][C:31](=[O:33])[N:30]([C:34]2[CH:35]=[CH:36][C:37]3[S:42][CH2:41][C:40](=[O:43])[NH:39][C:38]=3[CH:44]=2)[CH2:29]1)(=O)=O. No catalyst specified. The product is [CH:1]1([N:4]2[C:13]3[C:8](=[CH:9][C:10]([F:17])=[C:11]([F:16])[C:12]=3[O:14][CH3:15])[C:7](=[O:18])[N:6]([CH2:25][CH2:26][CH2:27][C@@H:28]3[O:32][C:31](=[O:33])[N:30]([C:34]4[CH:35]=[CH:36][C:37]5[S:42][CH2:41][C:40](=[O:43])[NH:39][C:38]=5[CH:44]=4)[CH2:29]3)[C:5]2=[O:19])[CH2:2][CH2:3]1. The yield is 0.650. (10) The reactants are [Si]([O:8][CH:9]([C:22]1[O:23][C:24]([CH:27]=[O:28])=[CH:25][N:26]=1)[CH2:10][CH2:11][CH2:12][CH2:13][CH2:14][CH2:15][C:16]1[CH:21]=[CH:20][CH:19]=[CH:18][CH:17]=1)(C(C)(C)C)(C)C.[Si](OC(C1OC=CN=1)CCCCCCC1C=CC=CC=1)(C(C)(C)C)(C)C. The yield is 0.870. The product is [C:16]1([CH2:15][CH2:14][CH2:13][CH2:12][CH2:11][CH2:10][C:9]([C:22]2[O:23][C:24]([CH:27]=[O:28])=[CH:25][N:26]=2)=[O:8])[CH:17]=[CH:18][CH:19]=[CH:20][CH:21]=1. The catalyst is CN(C)C=O.